From a dataset of B-cell epitopes from IEDB database with 3,159 antigens for binding position prediction. Token-level Classification. Given an antigen amino acid sequence, predict which amino acid positions are active epitope sites capable of antibody binding. Output is a list of indices for active positions. (1) Given the antigen sequence: MELPILKANAITTILAAVTFCFASSQNITEEFYQSTCSAVSKGYLSALRTGWYTSVITIELSNIKENKCNGTDAKVKLIKQELDKYKNAVTELQLLMQSTPAANNRARRELPRFMNYTLNNTKKTNVTLSKKRKRRFLGFLLGVGSAIASGTAVSKVLHLEGEVNKIKSALLSTNKAVVSLSNGVSVLTSKVLDLKNYIDKQLLPIVNKQSCRISNIETVIEFQQKNNRLLEITREFSVNAGVTTPVSTYMLTNSELLSLINDMPITNDQKKLMSNNVQIVRQQSYSIMSIIKEEVLAYVVQLPLYGVIDTPCWKLHTSPLCTTNTKEGSNICLTRTDRGWYCDNAGSVSFFPQAETCKVQSNRVFCDTMNSLTLPSEVNLCNVDIFNPKYDCKIMTSKTDVSSSVITSLGAIVSCYGKTKCTASNKNRGIIKTFSNGCDYASNKGVDTVSVGNTLYYVNKQEGKSLYVKGEPIINFYDPLVFPSDEFDASISQVNEKIN..., which amino acid positions are active epitope sites? The epitope positions are: [319, 320, 321, 322, 323, 324, 325, 326, 327, 328, 329, 330, 331, 332, 333, 334, 335, 336, 337, 338... (21 total positions)]. The amino acids at these positions are: PLCTTNTKEGSNICLTRTDRG. (2) Given the antigen sequence: MDKSESTSAGRNRRRRPRRGSRSASSSADATFRVLSQQLSRLNKTLAAGRPTINHPTFVGSERCRPGYTFTSITLKPPKIDRGSYYGKRLLLPDSVTEFDKKLVSRIQIRVNPLPKFDSTVWVTVRKVPASSDLSVTAISAMFADGASPVLVYQYAASGVQANNKLLHDLSAMRADIGDMRKYAVLVYSKDDALETDELVLHVDIEHQRIPTSGVLPV, which amino acid positions are active epitope sites? The epitope positions are: [190, 191, 192, 193, 194, 195, 196, 197]. The amino acids at these positions are: DDALETDE. (3) Given the antigen sequence: MQPAMMMFSSKYWARRGFSLDSAVPEEHQLLGSSTLNKPNSGKNDDKGNKGSSKREAATESGKTAVVFSLKNEVGGLVKALRLFQEKRVNMVHIESRKSRRRSSEVEIFVDCECGKTEFNELIQLLKFQTTIVTLNPPENIWTEEEELEDVPWFPRKISELDKCSHRVLMYGSELDADHPGFKDNVYRQRRKYFVDVAMGYKYGQPIPRVEYTEEETKTWGVVFRELSKLYPTHACREYLKNFPLLTKYCGYREDNVPQLEDVSMFLKERSGFTVRPVAGYLSPRDFLAGLAYRVFHCTQYIRHGSDPLYTPEPDTCHELLGHVPLLADPKFAQFSQEIGLASLGASDEDVQKLATCYFFTIEFGLCKQEGQLRAYGAGLLSSIGELKHALSDKACVKAFDPKTTCLQECLITTFQEAYFVSESFEEAKEKMRDFAKSITRPFSVYFNPYTQSIEILKDTRSIENVVQDLRSDLNTVCDALNKMNQYLGI, which amino acid positions are active epitope sites? The epitope positions are: [438, 439, 440, 441, 442, 443, 444, 445, 446, 447, 448, 449, 450, 451, 452, 453, 454, 455, 456, 457... (21 total positions)]. The amino acids at these positions are: ITRPFSVYFNPYTQSIEILKD. (4) Given the antigen sequence: MAELPQSRINERNITSEMRESFLDYAMSVIVARALPDVRDGLKPVHRRILYGLNEQGMTPDKSYKKSARIVGDVMGKYHPHGDSSIYEAMVRMAQDFSYRYPLVDGQGNFGSMDGDGAAAMRYTEARMTKITLELLRDINKDTIDFIDNYDGNEREPSVLPARFPNLLANGASGIAVGMATNIPPHNLTELINGVLSLSKNPDISIAELMEDIEGPDFPTAGLILGKSGIRRAYETGRGSIQMRSRAVIEERGGGRQRIVVTEIPFQVNKARMIEKIAELVRDKKIDGITDLRDETSLRTGVRVVIDVRKDANASVILNNLYKQTPLQTSFGVNMIALVNGRPKLINLKEALVHYLEHQKTVVRRRTQYNLRKAKDRAHILEGLRIALDHIDEIISTIRESDTDKVAMESLQQRFKLSEKQAQAILDMRLRRLTGLERDKIEAEYNELLNYISELEAILADEEVLLQLVRDELTEIRDRFGDDRRTEIQLGGFENLEDED..., which amino acid positions are active epitope sites? The epitope positions are: [113, 114, 115, 116, 117, 118, 119, 120, 121, 122, 123, 124, 125, 126, 127, 128, 129]. The amino acids at these positions are: DGDGAAAMRYTEARMTK. (5) Given the antigen sequence: GDAGAPGERGPPGLAGAPGLRGGAGPPGPEGGK, which amino acid positions are active epitope sites? The epitope positions are: [12, 13, 14, 15, 16, 17, 18, 19, 20]. The amino acids at these positions are: GLAGAPGLR. (6) Given the antigen sequence: MWNLRITPLSFGAACQGIFTSTLLLSCVTVPLVCTIVYDSCLYMDINASRALANVYDLPDDFFPKIDDLVRDAKDALEPYWKSDSIKKHVLIATHFVDLIEDFWQTTQGMHEIAESLRAVIPPTTTPVPPGYLIQHEEAEEIPLGDLFKHQEERIVSFQPDYPITARIHAHLKAYAKINEESLDRARRLLWWHYNCLLWGEAQVTNYISRLRTWLSTPEKYRGRDAPTIEAITRPIQVAQGGRKTTTGTRKPRGLEPRRRKVKTTVVYGRRRSKSRERRAPTPQRAGSPLPRSSSSHHRSPSPRK, which amino acid positions are active epitope sites? The epitope positions are: [281, 282, 283, 284, 285, 286, 287, 288, 289, 290, 291, 292, 293, 294]. The amino acids at these positions are: TPQRAGSPLPRSSS. (7) Given the antigen sequence: MSLVNRKQLEKMANVRFRTQEDEYVAILDALEEYHNMSENTVVEKYLKLKDINSLTDIYIDTYKKSGRNKALKKFKEYLVTEVLELKNNNLTPVEKNLHFVWIGGQINDTAINYINQWKDVNSDYNVNVFYDSNAFLINTLKKTVVESAINDTLESFRENLNDPRFDYNKFFRKRMEIIYDKQKNFINYYKAQREENPELIIDDIVKTYLSNEYSKEIDELNTYIEESLNKITQNSGNDVRNFEEFKNGESFNLYEQELVERWNLAAASDILRISALKEIGGMYLDVDMLPGIQPDLFESIEKPSSVTVDFWEMTKLEAIMKYKEYIPEYTSEHFDMLDEEVQSSFESVLASKSDKSEIFSSLGDMEASPLEVKIAFNSKGIINQGLISVKDSYCSNLIVKQIENRYKILNNSLNPAISEDNDFNTTTNTFIDSIMAEANADNGRFMMELGKYLRVGFFPDVKTTINLSGPEAYAAAYQDLLMFKEGSMNIHLIEADLRN..., which amino acid positions are active epitope sites? The epitope positions are: [2234, 2235, 2236, 2237, 2238, 2239, 2240, 2241, 2242, 2243]. The amino acids at these positions are: INLIDDIKYY. (8) The epitope positions are: [570, 571, 572, 573, 574, 575, 576, 577, 578, 579, 580, 581, 582, 583, 584]. The amino acids at these positions are: GPVEESVERAMVRVA. Given the antigen sequence: MGAQVSTQKTGAHETGLNASGNSIIHYTNINYYKDAASNSANRQDFTQDPGKFTEPVKDIMIKSMPALNSPSAEECGYSDRVRSITLGNSTITTQECANVVVGYGVWPEYLKDNEATGEDQPTQPDVATCRFYTLESVQWMKNSAGWWWKLPDALSQMGLFGQNMQYHYLGRTGYTIHVQCNASKFHQGCLLVVCVPEAEMGCSNLNNTPKFAELSGGDNARMFTDTEVGTSNDKKVQTAVWNAGMGVGVGNLTIFPHQWINLRTNNSATIVMPYINSVPMDNMYRHNNLTLMIIPFVPLNYSEGSSPYVPITVTIAPMCAEYNGLRLASSQGLPVMTTPGSTQFLTSDDFQSPSAMPQFDVTPEMQIPGRVNNLMEIAEVDSVVPVNNTDNNVNGLKAYQIPVQSNSDNRRQVFGFPLQPGANNVLNRTLLGEILNYYTHWSGSIKLTFMFCGSAMATGKFLLAYSPPGAGVPKNRRDAMLGTHVIWDVGLQSSCVLCV..., which amino acid positions are active epitope sites? (9) Given the antigen sequence: MKAKRFKINAISLSIFLAYALTPYSEAALVRDDVDYQIFRDFAENKGKFFVGATDLSVKNKRGQNIGNALSNVPMIDFSVADVNKRIATVVDPQYAVSVKHAKAEVHTFYYGQYNGHNDVADKENEYRVVEQNNYEPHKAWGASNLGRLEDYNMARFNKFVTEVAPIAPTDAGGGLDTYKDKNRFSSFVRIGAGRQLVYEKGVYHQEGNEKGYDLRDLSQAYRYAIAGTPYKDINIDQTMNTEGLIGFGNHNKQYSAEELKQALSQDALTNYGVLGDSGSPLFAFDKQKNQWVFLGTYDYWAGYGKKSWQEWNIYKKEFADKIKQHDNAGTVKGNGEHHWKTTGTNSHIGSTAVRLANNEGDANNGQNVTFEDNGTLVLNQNINQGAGGLFFKGDYTVKGANNDITWLGAGIDVADGKKVVWQVKNPNGDRLAKIGKGTLEINGTGVNQGQLKVGDGTVILNQKADADKKVQAFSQVGIVSGRGTLVLNSSNQINPDNLY..., which amino acid positions are active epitope sites? The epitope positions are: [2, 3, 4, 5, 6, 7, 8, 9, 10]. The amino acids at these positions are: AKRFKINAI.